Dataset: Buchwald-Hartwig C-N cross coupling reaction yields with 55,370 reactions. Task: Predict the reaction yield, written as a fraction of the theoretical maximum amount of product (1.0 means a 100% yield; for example, 0.34 means a 34% yield). The reactants are FC(F)(F)c1ccc(Cl)cc1.Cc1ccc(N)cc1.O=S(=O)(O[Pd]1c2ccccc2-c2ccccc2N~1)C(F)(F)F.CC(C)c1cc(C(C)C)c(-c2ccccc2P(C2CCCCC2)C2CCCCC2)c(C(C)C)c1.CCN=P(N=P(N(C)C)(N(C)C)N(C)C)(N(C)C)N(C)C.c1ccc(CN(Cc2ccccc2)c2ccno2)cc1. No catalyst specified. The product is Cc1ccc(Nc2ccc(C(F)(F)F)cc2)cc1. The yield is 0.0860.